From a dataset of Forward reaction prediction with 1.9M reactions from USPTO patents (1976-2016). Predict the product of the given reaction. (1) The product is: [F:49][C:50]1[CH:58]=[CH:57][CH:56]=[C:55]([N:59]2[N:63]=[CH:62][CH:61]=[N:60]2)[C:51]=1[C:52]([NH:46][C@H:42]1[CH2:43][CH2:44][CH2:45][C@@H:41]1[NH:40][C:37]1[CH:36]=[N:35][C:34]([C:33]([F:32])([F:47])[F:48])=[CH:39][N:38]=1)=[O:53]. Given the reactants N1(C2C=CC=CC=2C(N[C@H]2CCC[C@@H]2NC2C=NC(C(F)(F)F)=CN=2)=O)C=CC=N1.Cl.[F:32][C:33]([F:48])([F:47])[C:34]1[N:35]=[CH:36][C:37]([NH:40][C@H:41]2[CH2:45][CH2:44][CH2:43][C@@H:42]2[NH2:46])=[N:38][CH:39]=1.[F:49][C:50]1[CH:58]=[CH:57][CH:56]=[C:55]([N:59]2[N:63]=[CH:62][CH:61]=[N:60]2)[C:51]=1[C:52](O)=[O:53], predict the reaction product. (2) The product is: [CH3:41][C:27]1[CH:28]=[C:29]([C:32]2[CH:37]=[CH:36][C:35]([N+:38]([O-:40])=[O:39])=[CH:34][CH:33]=2)[CH:30]=[CH:31][C:26]=1[C:24](=[O:25])[CH2:23][C:11]([CH2:10][CH2:9][C:3]1[CH:4]=[CH:5][CH:6]=[CH:7][CH:8]=1)([C:17]([O:19][CH2:20][CH3:21])=[O:18])[C:12]([O:14][CH2:15][CH3:16])=[O:13]. Given the reactants [H-].[Na+].[C:3]1([CH2:9][CH2:10][CH:11]([C:17]([O:19][CH2:20][CH3:21])=[O:18])[C:12]([O:14][CH2:15][CH3:16])=[O:13])[CH:8]=[CH:7][CH:6]=[CH:5][CH:4]=1.Br[CH2:23][C:24]([C:26]1[CH:31]=[CH:30][C:29]([C:32]2[CH:37]=[CH:36][C:35]([N+:38]([O-:40])=[O:39])=[CH:34][CH:33]=2)=[CH:28][C:27]=1[CH3:41])=[O:25].C(OCC)(=O)C, predict the reaction product. (3) Given the reactants [O:1]([C:8]1[CH:23]=[C:22]([C:24]([F:27])([F:26])[F:25])[CH:21]=[CH:20][C:9]=1[O:10][C@@H:11]([CH3:19])[CH2:12][CH2:13][O:14]S(C)(=O)=O)[C:2]1[CH:7]=[CH:6][CH:5]=[CH:4][CH:3]=1.C([O:30][C:31](=[O:43])[CH2:32][S:33][C:34]1[CH:39]=[CH:38][C:37](O)=[CH:36][C:35]=1[CH2:41][CH3:42])C, predict the reaction product. The product is: [CH2:41]([C:35]1[CH:36]=[C:37]([O:14][CH2:13][CH2:12][C@@H:11]([O:10][C:9]2[CH:20]=[CH:21][C:22]([C:24]([F:26])([F:27])[F:25])=[CH:23][C:8]=2[O:1][C:2]2[CH:3]=[CH:4][CH:5]=[CH:6][CH:7]=2)[CH3:19])[CH:38]=[CH:39][C:34]=1[S:33][CH2:32][C:31]([OH:43])=[O:30])[CH3:42]. (4) Given the reactants Br[C:2]1[CH:3]=[C:4]([CH:9]=[C:10]([C:12]2[CH:17]=[CH:16][C:15]([CH3:18])=[CH:14][N:13]=2)[CH:11]=1)[C:5]([O:7][CH3:8])=[O:6].[CH:19]([B-](F)(F)F)=[CH2:20].[K+].C(N(CC)CC)C.O, predict the reaction product. The product is: [CH3:18][C:15]1[CH:16]=[CH:17][C:12]([C:10]2[CH:9]=[C:4]([CH:3]=[C:2]([CH:19]=[CH2:20])[CH:11]=2)[C:5]([O:7][CH3:8])=[O:6])=[N:13][CH:14]=1. (5) Given the reactants [OH:1][C:2]1[CH:3]=[CH:4][C:5]([O:8][C:9]2[CH:19]=[CH:18][C:12]([C:13]([O:15][CH2:16][CH3:17])=[O:14])=[CH:11][CH:10]=2)=[N:6][CH:7]=1.C(=O)([O-])[O-].[Cs+].[Cs+].[O:26]1[CH2:30][CH2:29]OC1=O, predict the reaction product. The product is: [OH:26][CH2:30][CH2:29][O:1][C:2]1[CH:3]=[CH:4][C:5]([O:8][C:9]2[CH:19]=[CH:18][C:12]([C:13]([O:15][CH2:16][CH3:17])=[O:14])=[CH:11][CH:10]=2)=[N:6][CH:7]=1. (6) Given the reactants [C:1]([O:5][C:6]([N:8]1[CH2:11][CH:10](OS(C)(=O)=O)[CH2:9]1)=[O:7])([CH3:4])([CH3:3])[CH3:2].[I:17][C:18]1[CH:19]=[N:20][NH:21][CH:22]=1.C(=O)([O-])[O-].[K+].[K+].C1OCCOCCOCCOCCOCCOC1, predict the reaction product. The product is: [C:1]([O:5][C:6]([N:8]1[CH2:11][CH:10]([N:20]2[CH:19]=[C:18]([I:17])[CH:22]=[N:21]2)[CH2:9]1)=[O:7])([CH3:4])([CH3:3])[CH3:2]. (7) Given the reactants [CH2:1]([O:3][C:4]([C:6]1[N:7]=[C:8]([NH:11][C:12](=[O:27])[CH:13]([C:20]2[CH:25]=[CH:24][C:23]([Cl:26])=[CH:22][CH:21]=2)[CH2:14][CH:15]2[CH2:19][CH2:18][CH2:17][CH2:16]2)[S:9][CH:10]=1)=[O:5])C.S(=O)(=O)(O)O, predict the reaction product. The product is: [CH3:1][O:3][C:4]([C:6]1[N:7]=[C:8]([NH:11][C:12](=[O:27])[CH:13]([C:20]2[CH:21]=[CH:22][C:23]([Cl:26])=[CH:24][CH:25]=2)[CH2:14][CH:15]2[CH2:16][CH2:17][CH2:18][CH2:19]2)[S:9][CH:10]=1)=[O:5]. (8) Given the reactants [CH:1]1[C:6]([CH:7]=[O:8])=[CH:5][CH:4]=[C:3]([CH:9]=O)[CH:2]=1.[CH3:11][CH:12]1[CH2:17][CH2:16][CH2:15][CH2:14][N:13]1[CH2:18][CH2:19][CH2:20][NH2:21].[BH4-].[Na+], predict the reaction product. The product is: [CH3:11][CH:12]1[CH2:17][CH2:16][CH2:15][CH2:14][N:13]1[CH2:18][CH2:19][CH2:20][NH:21][CH2:9][C:3]1[CH:2]=[CH:1][C:6]([CH:7]=[O:8])=[CH:5][CH:4]=1. (9) Given the reactants Br[C:2]1[C:3]([CH3:13])=[C:4]([CH2:11][CH3:12])[C:5]([O:9][CH3:10])=[N:6][C:7]=1[CH3:8].[C:14]([C:16]1[CH:17]=[C:18](B(O)O)[CH:19]=[CH:20][CH:21]=1)#[N:15].C(=O)([O-])[O-].[Na+].[Na+].C1(C)C=CC=CC=1, predict the reaction product. The product is: [CH2:11]([C:4]1[C:3]([CH3:13])=[C:2]([C:20]2[CH:21]=[C:16]([CH:17]=[CH:18][CH:19]=2)[C:14]#[N:15])[C:7]([CH3:8])=[N:6][C:5]=1[O:9][CH3:10])[CH3:12]. (10) The product is: [Cl:14][C:15]1[CH:16]=[CH:17][C:18]([C:21]2[CH:22]=[CH:23][C:24]([C:27]#[C:28][C:2]3[CH:3]=[C:4]4[C:9](=[CH:10][CH:11]=3)[CH:8]=[C:7]([CH2:12][OH:13])[CH:6]=[CH:5]4)=[N:25][CH:26]=2)=[CH:19][CH:20]=1. Given the reactants I[C:2]1[CH:3]=[C:4]2[C:9](=[CH:10][CH:11]=1)[CH:8]=[C:7]([CH2:12][OH:13])[CH:6]=[CH:5]2.[Cl:14][C:15]1[CH:20]=[CH:19][C:18]([C:21]2[CH:22]=[CH:23][C:24]([C:27]#[CH:28])=[N:25][CH:26]=2)=[CH:17][CH:16]=1, predict the reaction product.